From a dataset of Forward reaction prediction with 1.9M reactions from USPTO patents (1976-2016). Predict the product of the given reaction. Given the reactants [CH:1]([NH:4][C:5](=[NH:7])[CH3:6])([CH3:3])[CH3:2].Br[C:9](=[CH:13]OC)[C:10](=[O:12])[CH3:11].C(N(CC)CC)C.S(=O)(=O)(O)O, predict the reaction product. The product is: [C:10]([C:9]1[N:4]([CH:1]([CH3:3])[CH3:2])[C:5]([CH3:6])=[N:7][CH:13]=1)(=[O:12])[CH3:11].